Dataset: NCI-60 drug combinations with 297,098 pairs across 59 cell lines. Task: Regression. Given two drug SMILES strings and cell line genomic features, predict the synergy score measuring deviation from expected non-interaction effect. Drug 1: COC1=C(C=C2C(=C1)N=CN=C2NC3=CC(=C(C=C3)F)Cl)OCCCN4CCOCC4. Drug 2: CC1=C(N=C(N=C1N)C(CC(=O)N)NCC(C(=O)N)N)C(=O)NC(C(C2=CN=CN2)OC3C(C(C(C(O3)CO)O)O)OC4C(C(C(C(O4)CO)O)OC(=O)N)O)C(=O)NC(C)C(C(C)C(=O)NC(C(C)O)C(=O)NCCC5=NC(=CS5)C6=NC(=CS6)C(=O)NCCC[S+](C)C)O. Cell line: HOP-92. Synergy scores: CSS=35.8, Synergy_ZIP=-3.51, Synergy_Bliss=1.87, Synergy_Loewe=4.39, Synergy_HSA=6.01.